Regression. Given a peptide amino acid sequence and an MHC pseudo amino acid sequence, predict their binding affinity value. This is MHC class II binding data. From a dataset of Peptide-MHC class II binding affinity with 134,281 pairs from IEDB. The peptide sequence is AAGAQLLWQLPLLSI. The MHC is DRB1_0301 with pseudo-sequence DRB1_0301. The binding affinity (normalized) is 0.396.